From a dataset of Forward reaction prediction with 1.9M reactions from USPTO patents (1976-2016). Predict the product of the given reaction. (1) The product is: [N:33]1[CH:34]=[CH:35][C:30]([C:28]2[CH2:27][C:26](=[O:42])[NH:19][C:9]3[CH:10]=[C:11]([C:15]([F:16])([F:17])[F:18])[C:12]([CH3:14])=[CH:13][C:8]=3[N:7]=2)=[CH:31][C:32]=1[C:36]1[CH:37]=[N:38][CH:39]=[CH:40][CH:41]=1. Given the reactants C(OC(=O)[NH:7][C:8]1[CH:13]=[C:12]([CH3:14])[C:11]([C:15]([F:18])([F:17])[F:16])=[CH:10][C:9]=1[NH2:19])(C)(C)C.C(O[C:26](=[O:42])[CH2:27][C:28]([C:30]1[CH:35]=[CH:34][N:33]=[C:32]([C:36]2[CH:37]=[N:38][CH:39]=[CH:40][CH:41]=2)[CH:31]=1)=O)(C)(C)C, predict the reaction product. (2) The product is: [NH:7]1[C:1]2[C:2](=[CH:3][CH:4]=[CH:5][CH:6]=2)[C:10](=[O:12])[CH2:9][CH2:8]1. Given the reactants [C:1]1([NH:7][CH2:8][CH2:9][C:10]([OH:12])=O)[CH:6]=[CH:5][CH:4]=[CH:3][CH:2]=1.[OH-].[Na+], predict the reaction product.